Dataset: Merck oncology drug combination screen with 23,052 pairs across 39 cell lines. Task: Regression. Given two drug SMILES strings and cell line genomic features, predict the synergy score measuring deviation from expected non-interaction effect. (1) Drug 1: O=C(O)C1(Cc2cccc(Nc3nccs3)n2)CCC(Oc2cccc(Cl)c2F)CC1. Drug 2: O=C(NOCC(O)CO)c1ccc(F)c(F)c1Nc1ccc(I)cc1F. Cell line: VCAP. Synergy scores: synergy=1.25. (2) Drug 1: O=S1(=O)NC2(CN1CC(F)(F)F)C1CCC2Cc2cc(C=CCN3CCC(C(F)(F)F)CC3)ccc2C1. Drug 2: O=C(O)C1(Cc2cccc(Nc3nccs3)n2)CCC(Oc2cccc(Cl)c2F)CC1. Cell line: NCIH2122. Synergy scores: synergy=-22.1.